The task is: Regression. Given two drug SMILES strings and cell line genomic features, predict the synergy score measuring deviation from expected non-interaction effect.. This data is from NCI-60 drug combinations with 297,098 pairs across 59 cell lines. (1) Cell line: RXF 393. Drug 1: CNC(=O)C1=CC=CC=C1SC2=CC3=C(C=C2)C(=NN3)C=CC4=CC=CC=N4. Drug 2: CC12CCC3C(C1CCC2O)C(CC4=C3C=CC(=C4)O)CCCCCCCCCS(=O)CCCC(C(F)(F)F)(F)F. Synergy scores: CSS=9.81, Synergy_ZIP=1.53, Synergy_Bliss=3.16, Synergy_Loewe=3.53, Synergy_HSA=3.95. (2) Drug 1: C1=NC(=NC(=O)N1C2C(C(C(O2)CO)O)O)N. Drug 2: C#CCC(CC1=CN=C2C(=N1)C(=NC(=N2)N)N)C3=CC=C(C=C3)C(=O)NC(CCC(=O)O)C(=O)O. Cell line: SF-539. Synergy scores: CSS=59.8, Synergy_ZIP=3.93, Synergy_Bliss=4.35, Synergy_Loewe=4.20, Synergy_HSA=5.56. (3) Synergy scores: CSS=0.455, Synergy_ZIP=-9.84, Synergy_Bliss=-23.6, Synergy_Loewe=-56.1, Synergy_HSA=-24.2. Drug 1: COC1=NC(=NC2=C1N=CN2C3C(C(C(O3)CO)O)O)N. Cell line: HT29. Drug 2: CC1=C2C(C(=O)C3(C(CC4C(C3C(C(C2(C)C)(CC1OC(=O)C(C(C5=CC=CC=C5)NC(=O)C6=CC=CC=C6)O)O)OC(=O)C7=CC=CC=C7)(CO4)OC(=O)C)O)C)OC(=O)C. (4) Drug 1: CC=C1C(=O)NC(C(=O)OC2CC(=O)NC(C(=O)NC(CSSCCC=C2)C(=O)N1)C(C)C)C(C)C. Drug 2: CC1C(C(CC(O1)OC2CC(OC(C2O)C)OC3=CC4=CC5=C(C(=O)C(C(C5)C(C(=O)C(C(C)O)O)OC)OC6CC(C(C(O6)C)O)OC7CC(C(C(O7)C)O)OC8CC(C(C(O8)C)O)(C)O)C(=C4C(=C3C)O)O)O)O. Cell line: NCI-H522. Synergy scores: CSS=45.8, Synergy_ZIP=0.132, Synergy_Bliss=0.611, Synergy_Loewe=-0.339, Synergy_HSA=0.496. (5) Drug 1: CC1C(C(CC(O1)OC2CC(CC3=C2C(=C4C(=C3O)C(=O)C5=C(C4=O)C(=CC=C5)OC)O)(C(=O)C)O)N)O.Cl. Drug 2: CCCCCOC(=O)NC1=NC(=O)N(C=C1F)C2C(C(C(O2)C)O)O. Cell line: T-47D. Synergy scores: CSS=14.3, Synergy_ZIP=-1.71, Synergy_Bliss=7.20, Synergy_Loewe=-4.11, Synergy_HSA=6.85. (6) Synergy scores: CSS=18.0, Synergy_ZIP=-2.69, Synergy_Bliss=7.26, Synergy_Loewe=4.33, Synergy_HSA=5.81. Drug 1: C1=NC2=C(N=C(N=C2N1C3C(C(C(O3)CO)O)F)Cl)N. Drug 2: C1=NC(=NC(=O)N1C2C(C(C(O2)CO)O)O)N. Cell line: A498. (7) Drug 1: CC(C1=C(C=CC(=C1Cl)F)Cl)OC2=C(N=CC(=C2)C3=CN(N=C3)C4CCNCC4)N. Drug 2: CC1C(C(CC(O1)OC2CC(CC3=C2C(=C4C(=C3O)C(=O)C5=C(C4=O)C(=CC=C5)OC)O)(C(=O)CO)O)N)O.Cl. Cell line: HCT116. Synergy scores: CSS=35.2, Synergy_ZIP=-5.35, Synergy_Bliss=-7.62, Synergy_Loewe=-8.32, Synergy_HSA=-5.05.